From a dataset of Full USPTO retrosynthesis dataset with 1.9M reactions from patents (1976-2016). Predict the reactants needed to synthesize the given product. (1) Given the product [CH2:1]([O:3][C:4]1[C:5](/[C:17](/[CH2:29][CH3:30])=[CH:18]\[CH:19]=[CH:20]\[C:21](\[CH3:28])=[CH:22]\[C:23]([OH:25])=[O:24])=[CH:6][C:7]2[C:8]([CH3:16])=[CH:9][CH2:10][C:11]([CH3:15])([CH3:14])[C:12]=2[CH:13]=1)[CH3:2], predict the reactants needed to synthesize it. The reactants are: [CH2:1]([O:3][C:4]1[C:5](/[C:17](/[CH2:29][CH3:30])=[CH:18]\[CH:19]=[CH:20]\[C:21](\[CH3:28])=[CH:22]\[C:23]([O:25]CC)=[O:24])=[CH:6][C:7]2[C:8]([CH3:16])=[CH:9][CH2:10][C:11]([CH3:15])([CH3:14])[C:12]=2[CH:13]=1)[CH3:2].[OH-].[Na+].Cl. (2) The reactants are: Cl.[OH:2][C:3]1([C:14]2[CH:19]=[CH:18][C:17]([CH:20]([CH3:22])[CH3:21])=[CH:16][C:15]=2[NH:23][C:24](=[O:28])[CH:25]([CH3:27])[CH3:26])[C:11](=[O:12])[C:10]2[C:5](=[CH:6][CH:7]=[CH:8][CH:9]=2)[C:4]1=[O:13]. Given the product [OH:12][C:11]12[C:10]3[C:5](=[CH:6][CH:7]=[CH:8][CH:9]=3)[C:4](=[O:13])[C:3]1([OH:2])[C:14]1[CH:19]=[CH:18][C:17]([CH:20]([CH3:22])[CH3:21])=[CH:16][C:15]=1[N:23]2[C:24](=[O:28])[CH:25]([CH3:27])[CH3:26], predict the reactants needed to synthesize it. (3) Given the product [Cl:1][C:2]1[N:11]=[C:10]([N:16]([CH2:17][CH3:18])[CH2:14][CH3:15])[C:9]2[C:4](=[CH:5][C:6]([Cl:13])=[CH:7][CH:8]=2)[N:3]=1, predict the reactants needed to synthesize it. The reactants are: [Cl:1][C:2]1[N:11]=[C:10](Cl)[C:9]2[C:4](=[CH:5][C:6]([Cl:13])=[CH:7][CH:8]=2)[N:3]=1.[CH2:14]([NH:16][CH2:17][CH3:18])[CH3:15]. (4) Given the product [C:33]([OH:39])([C:35]([F:38])([F:37])[F:36])=[O:34].[NH2:15][C@H:10]1[CH2:11][CH2:12][CH2:13][CH2:14][C@H:9]1[NH:8][C:7]1[N:6]=[C:5]([C:23]2[CH:24]=[N:25][N:26]([CH3:28])[CH:27]=2)[C:4]2[C:29](=[O:32])[NH:30][CH2:31][C:3]=2[C:2]=1[F:1], predict the reactants needed to synthesize it. The reactants are: [F:1][C:2]1[C:3]2[CH2:31][NH:30][C:29](=[O:32])[C:4]=2[C:5]([C:23]2[CH:24]=[N:25][N:26]([CH3:28])[CH:27]=2)=[N:6][C:7]=1[NH:8][C@@H:9]1[CH2:14][CH2:13][CH2:12][CH2:11][C@@H:10]1[NH:15]C(=O)OC(C)(C)C.[C:33]([OH:39])([C:35]([F:38])([F:37])[F:36])=[O:34].